From a dataset of Peptide-MHC class I binding affinity with 185,985 pairs from IEDB/IMGT. Regression. Given a peptide amino acid sequence and an MHC pseudo amino acid sequence, predict their binding affinity value. This is MHC class I binding data. (1) The peptide sequence is MPTYIRNTL. The MHC is HLA-B54:01 with pseudo-sequence HLA-B54:01. The binding affinity (normalized) is 0.534. (2) The peptide sequence is IKFPKTFGW. The MHC is Mamu-B17 with pseudo-sequence Mamu-B17. The binding affinity (normalized) is 0.638. (3) The peptide sequence is GVDGGWQAL. The MHC is HLA-B15:01 with pseudo-sequence HLA-B15:01. The binding affinity (normalized) is 0.0847.